Dataset: Full USPTO retrosynthesis dataset with 1.9M reactions from patents (1976-2016). Task: Predict the reactants needed to synthesize the given product. (1) Given the product [CH3:21][C:22]([OH:23])([CH3:25])[CH2:24][N:12]1[CH:13]=[C:9]([B:4]2[O:5][C:6]([CH3:7])([CH3:8])[C:2]([CH3:14])([CH3:1])[O:3]2)[CH:10]=[N:11]1, predict the reactants needed to synthesize it. The reactants are: [CH3:1][C:2]1([CH3:14])[C:6]([CH3:8])([CH3:7])[O:5][B:4]([C:9]2[CH:10]=[N:11][NH:12][CH:13]=2)[O:3]1.C([O-])([O-])=O.[Cs+].[Cs+].[CH3:21][C:22]1([CH3:25])[CH2:24][O:23]1. (2) Given the product [Cl:1][C:2]1[N:7]=[N:6][C:5]([C:8]([N:22]2[CH2:23][CH2:24][N:19]([C:13]3[C:12]([CH3:11])=[CH:17][C:16]([CH3:18])=[CH:15][N:14]=3)[CH2:20][CH2:21]2)=[O:10])=[CH:4][CH:3]=1, predict the reactants needed to synthesize it. The reactants are: [Cl:1][C:2]1[N:7]=[N:6][C:5]([C:8]([OH:10])=O)=[CH:4][CH:3]=1.[CH3:11][C:12]1[C:13]([N:19]2[CH2:24][CH2:23][NH:22][CH2:21][CH2:20]2)=[N:14][CH:15]=[C:16]([CH3:18])[CH:17]=1.